Dataset: Full USPTO retrosynthesis dataset with 1.9M reactions from patents (1976-2016). Task: Predict the reactants needed to synthesize the given product. (1) Given the product [CH2:11]([O:18][C:19]1[CH:24]=[C:23]([SH:9])[CH:22]=[CH:21][C:20]=1[N+:26]([O-:28])=[O:27])[C:12]1[CH:17]=[CH:16][CH:15]=[CH:14][CH:13]=1, predict the reactants needed to synthesize it. The reactants are: [H-].[Na+].C(OC(=O)CC[SH:9])C.[CH2:11]([O:18][C:19]1[CH:24]=[C:23](F)[CH:22]=[CH:21][C:20]=1[N+:26]([O-:28])=[O:27])[C:12]1[CH:17]=[CH:16][CH:15]=[CH:14][CH:13]=1.OC1C=CC=C(CC2C=CC(N3CC(=O)NS3(=O)=O)=C(O)C=2)C=1C#N. (2) Given the product [CH3:16][C:3]1([CH2:1][NH:30][C@@H:28]2[CH2:29][C@H:27]2[C:21]2[CH:26]=[CH:25][CH:24]=[CH:23][CH:22]=2)[CH2:8][CH2:7][N:6]([C:9]([O:11][C:12]([CH3:15])([CH3:14])[CH3:13])=[O:10])[CH2:5][CH2:4]1, predict the reactants needed to synthesize it. The reactants are: [CH:1]([C:3]1([CH3:16])[CH2:8][CH2:7][N:6]([C:9]([O:11][C:12]([CH3:15])([CH3:14])[CH3:13])=[O:10])[CH2:5][CH2:4]1)=O.C(O)(=O)C.[C:21]1([C@@H:27]2[CH2:29][C@H:28]2[NH2:30])[CH:26]=[CH:25][CH:24]=[CH:23][CH:22]=1.C(O[BH-](OC(=O)C)OC(=O)C)(=O)C.[Na+]. (3) Given the product [CH2:1]([C:3]1[C:12]([CH3:13])=[C:11]([OH:14])[CH:10]=[CH:9][C:4]=1[C:5]([O:7][CH3:8])=[O:6])[CH3:2], predict the reactants needed to synthesize it. The reactants are: [CH2:1]([C:3]1[C:12]([CH3:13])=[C:11]([O:14]C)[CH:10]=[CH:9][C:4]=1[C:5]([O:7][CH3:8])=[O:6])[CH3:2].B(Br)(Br)Br. (4) Given the product [Cl:1][C:2]1[CH:14]=[N:13][C:5]2[NH:6][C:7]3[CH2:12][CH2:11][N:10]([CH2:16][C:17]4[CH:18]=[C:19]([CH:22]=[CH:23][CH:24]=4)[C:20]#[N:21])[CH2:9][C:8]=3[C:4]=2[CH:3]=1, predict the reactants needed to synthesize it. The reactants are: [Cl:1][C:2]1[CH:14]=[N:13][C:5]2[NH:6][C:7]3[CH2:12][CH2:11][NH:10][CH2:9][C:8]=3[C:4]=2[CH:3]=1.Br[CH2:16][C:17]1[CH:18]=[C:19]([CH:22]=[CH:23][CH:24]=1)[C:20]#[N:21].C([O-])([O-])=O.[K+].[K+]. (5) Given the product [NH2:39][C@H:36]1[CH2:37][CH2:38][N:34]([C:31]2[CH:32]=[CH:33][C:28]([C:27]([NH:26][C:25]3[C:19]4[C:20](=[N:21][CH:22]=[C:17]([S:16][C:11]5[CH:10]=[C:9]([F:8])[CH:14]=[C:13]([F:15])[CH:12]=5)[N:3]=4)[NH:23][N:24]=3)=[O:59])=[C:29]([NH:46][CH:53]3[CH2:58][CH2:57][O:56][CH2:55][CH2:54]3)[CH:30]=2)[CH2:35]1, predict the reactants needed to synthesize it. The reactants are: C([N:3](CC)CC)C.[F:8][C:9]1[CH:10]=[C:11]([S:16][C:17]2C=[C:19]3[C:25]([NH:26][C:27](=[O:59])[C:28]4[CH:33]=[CH:32][C:31]([N:34]5[CH2:38][CH2:37][C@H:36]([NH:39]C(=O)C(F)(F)F)[CH2:35]5)=[CH:30][C:29]=4[N:46]([CH:53]4[CH2:58][CH2:57][O:56][CH2:55][CH2:54]4)C(=O)C(F)(F)F)=[N:24][NH:23][C:20]3=[N:21][CH:22]=2)[CH:12]=[C:13]([F:15])[CH:14]=1.C(O)CCC.C(=O)([O-])[O-].[K+].[K+]. (6) Given the product [CH2:1]([O:4][N:5]1[C:11](=[O:12])[N:10]2[CH2:13][C@H:6]1[CH:7]=[C:8]([CH2:23][CH2:24][OH:25])[C@H:9]2[CH2:14][OH:15])[CH:2]=[CH2:3], predict the reactants needed to synthesize it. The reactants are: [CH2:1]([O:4][N:5]1[C:11](=[O:12])[N:10]2[CH2:13][C@H:6]1[CH:7]=[C:8]([CH2:23][CH2:24][O:25][Si](C(C)(C)C)(C)C)[C@H:9]2[CH2:14][O:15][Si](C(C)(C)C)(C)C)[CH:2]=[CH2:3].[F-].C([N+](CCCC)(CCCC)CCCC)CCC. (7) Given the product [Cl:1][C:2]1[CH:3]=[C:4]([C:12]2[O:16][N:15]=[C:14]([C:17]3[C:27]4[O:26][CH2:25][CH2:24][N:23]([CH2:28][CH2:29][C:30]([OH:32])=[O:31])[CH2:22][C:21]=4[CH:20]=[CH:19][CH:18]=3)[N:13]=2)[CH:5]=[N:6][C:7]=1[O:8][CH:9]([CH3:11])[CH3:10], predict the reactants needed to synthesize it. The reactants are: [Cl:1][C:2]1[CH:3]=[C:4]([C:12]2[O:16][N:15]=[C:14]([C:17]3[C:27]4[O:26][CH2:25][CH2:24][N:23]([CH2:28][CH2:29][C:30]([O:32]CC)=[O:31])[CH2:22][C:21]=4[CH:20]=[CH:19][CH:18]=3)[N:13]=2)[CH:5]=[N:6][C:7]=1[O:8][CH:9]([CH3:11])[CH3:10].[OH-].[Na+]. (8) Given the product [Cl:13][C:5]1[C:4]2[C:9](=[CH:10][CH:11]=[C:2]([NH:19][CH2:18][C:17]3[CH:20]=[CH:21][CH:22]=[CH:23][C:16]=3[C:15]([F:14])([F:24])[F:25])[CH:3]=2)[C:8](=[O:12])[NH:7][N:6]=1, predict the reactants needed to synthesize it. The reactants are: Br[C:2]1[CH:3]=[C:4]2[C:9](=[CH:10][CH:11]=1)[C:8](=[O:12])[NH:7][N:6]=[C:5]2[Cl:13].[F:14][C:15]([F:25])([F:24])[C:16]1[CH:23]=[CH:22][CH:21]=[CH:20][C:17]=1[CH2:18][NH2:19].C1C=CC(P(C2C(C3C(P(C4C=CC=CC=4)C4C=CC=CC=4)=CC=C4C=3C=CC=C4)=C3C(C=CC=C3)=CC=2)C2C=CC=CC=2)=CC=1.CC([O-])(C)C.[Na+]. (9) Given the product [F:36][C@H:37]1[CH2:41][CH2:40][N:39]([C:25]([C:22]2[N:23]=[CH:24][C:19]([C:12]3[CH:11]=[C:10]4[C:15]([CH2:16][CH:17]([CH3:18])[N:8]([C:6]5[CH:5]=[C:4]([N:28]6[CH2:29][CH2:30][N:31]([CH3:34])[CH2:32][CH2:33]6)[N:3]=[C:2]([NH2:1])[N:7]=5)[CH2:9]4)=[CH:14][CH:13]=3)=[CH:20][CH:21]=2)=[O:27])[CH2:38]1, predict the reactants needed to synthesize it. The reactants are: [NH2:1][C:2]1[N:7]=[C:6]([N:8]2[CH:17]([CH3:18])[CH2:16][C:15]3[C:10](=[CH:11][C:12]([C:19]4[CH:20]=[CH:21][C:22]([C:25]([OH:27])=O)=[N:23][CH:24]=4)=[CH:13][CH:14]=3)[CH2:9]2)[CH:5]=[C:4]([N:28]2[CH2:33][CH2:32][N:31]([CH3:34])[CH2:30][CH2:29]2)[N:3]=1.Cl.[F:36][C@H:37]1[CH2:41][CH2:40][NH:39][CH2:38]1. (10) Given the product [CH2:3]([C:5]1[CH:10]=[CH:9][CH:8]=[CH:7][C:6]=1[C:11]1[CH:16]=[CH:15][C:14]([C:17]([OH:19])=[O:18])=[CH:13][C:12]=1[C:21]([F:22])([F:23])[F:24])[CH3:4], predict the reactants needed to synthesize it. The reactants are: [OH-].[Na+].[CH2:3]([C:5]1[CH:10]=[CH:9][CH:8]=[CH:7][C:6]=1[C:11]1[CH:16]=[CH:15][C:14]([C:17]([O:19]C)=[O:18])=[CH:13][C:12]=1[C:21]([F:24])([F:23])[F:22])[CH3:4].